Predict the reactants needed to synthesize the given product. From a dataset of Full USPTO retrosynthesis dataset with 1.9M reactions from patents (1976-2016). (1) Given the product [Si:22]([O:21][CH2:20][C:16]1[CH:17]=[C:18]2[C:13](=[CH:14][CH:15]=1)[N:12]([C:29]([O:31][C:32]([CH3:35])([CH3:34])[CH3:33])=[O:30])[C:11]([C:6]1[C:5]3[C:9](=[CH:10][C:2]([C:38]4[S:39][CH:40]=[CH:41][N:42]=4)=[CH:3][CH:4]=3)[NH:8][N:7]=1)=[CH:19]2)([C:25]([CH3:26])([CH3:27])[CH3:28])([CH3:24])[CH3:23].[Si:22]([O:21][CH2:20][C:16]1[CH:17]=[C:18]2[C:13](=[CH:14][CH:15]=1)[N:12]([C:29]([O:31][C:32]([CH3:35])([CH3:34])[CH3:33])=[O:30])[C:11]([C:6]1[C:5]3[C:9](=[CH:10][C:2]([C:40]4[S:39][CH:38]=[N:42][CH:41]=4)=[CH:3][CH:4]=3)[NH:8][N:7]=1)=[CH:19]2)([C:25]([CH3:28])([CH3:27])[CH3:26])([CH3:24])[CH3:23], predict the reactants needed to synthesize it. The reactants are: Br[C:2]1[CH:10]=[C:9]2[C:5]([C:6]([C:11]3[N:12]([C:29]([O:31][C:32]([CH3:35])([CH3:34])[CH3:33])=[O:30])[C:13]4[C:18]([CH:19]=3)=[CH:17][C:16]([CH2:20][O:21][Si:22]([C:25]([CH3:28])([CH3:27])[CH3:26])([CH3:24])[CH3:23])=[CH:15][CH:14]=4)=[N:7][NH:8]2)=[CH:4][CH:3]=1.C[Sn](C)(C)[C:38]1[S:39][CH:40]=[CH:41][N:42]=1. (2) Given the product [CH3:25][N:24]([CH3:26])[CH2:23][CH2:22][N:19]1[CH2:20][CH2:21][N:16]([C:14]([NH:13][C:9]2[CH:8]=[C:7]([O:6][C:5]3[CH:27]=[CH:28][C:2]([NH:1][C:40]([NH:39][C:37](=[O:38])[CH2:36][C:30]4[CH:31]=[CH:32][CH:33]=[CH:34][CH:35]=4)=[O:41])=[CH:3][C:4]=3[F:29])[CH:12]=[CH:11][N:10]=2)=[O:15])[CH2:17][CH2:18]1, predict the reactants needed to synthesize it. The reactants are: [NH2:1][C:2]1[CH:28]=[CH:27][C:5]([O:6][C:7]2[CH:12]=[CH:11][N:10]=[C:9]([NH:13][C:14]([N:16]3[CH2:21][CH2:20][N:19]([CH2:22][CH2:23][N:24]([CH3:26])[CH3:25])[CH2:18][CH2:17]3)=[O:15])[CH:8]=2)=[C:4]([F:29])[CH:3]=1.[C:30]1([CH2:36][C:37]([N:39]=[C:40]=[O:41])=[O:38])[CH:35]=[CH:34][CH:33]=[CH:32][CH:31]=1.